From a dataset of Reaction yield outcomes from USPTO patents with 853,638 reactions. Predict the reaction yield, written as a fraction of the theoretical maximum amount of product (1.0 means a 100% yield; for example, 0.34 means a 34% yield). (1) The reactants are [H-].[Na+].[CH:3]1([S:6]([NH2:9])(=[O:8])=[O:7])[CH2:5][CH2:4]1.[Cl:10][C:11]1[CH:12]=[C:13]2[C:18](=[C:19]([C:21](O)=[O:22])[CH:20]=1)[NH:17][CH:16]([C:24]1[CH:29]=[CH:28][CH:27]=[C:26]([N:30]3[CH2:35][CH2:34][O:33][CH2:32][CH2:31]3)[CH:25]=1)[C:15]([CH3:37])([CH3:36])[CH2:14]2.C(N1C=CN=C1)(N1C=CN=C1)=O. The catalyst is CN(C)C=O. The product is [Cl:10][C:11]1[CH:12]=[C:13]2[C:18](=[C:19]([C:21]([NH:9][S:6]([CH:3]3[CH2:5][CH2:4]3)(=[O:8])=[O:7])=[O:22])[CH:20]=1)[NH:17][CH:16]([C:24]1[CH:29]=[CH:28][CH:27]=[C:26]([N:30]3[CH2:35][CH2:34][O:33][CH2:32][CH2:31]3)[CH:25]=1)[C:15]([CH3:37])([CH3:36])[CH2:14]2. The yield is 0.300. (2) The product is [OH:23][C:24]1([CH3:61])[CH:36]([OH:37])[CH:35]=[CH:34][CH:33]([CH3:38])[CH:32](/[C:39](/[CH3:60])=[CH:40]/[CH:41]=[CH:42]/[CH:43]([CH3:59])[CH2:44][CH:45]2[O:58][CH:46]2[CH:47]([CH3:57])[CH:48]([OH:51])[CH2:49][CH3:50])[O:31][C:29](=[O:30])[CH:28]=[CH:27][CH2:26][CH2:25]1. The reactants are C1(C)C=CC(S([O-])(=O)=O)=CC=1.[NH+]1C=CC=CC=1.C(OC([O:23][C:24]1([CH3:61])[CH:36]([OH:37])[CH:35]=[CH:34][CH:33]([CH3:38])[CH:32](/[C:39](/[CH3:60])=[CH:40]/[CH:41]=[CH:42]/[CH:43]([CH3:59])[CH2:44][CH:45]2[O:58][CH:46]2[CH:47]([CH3:57])[CH:48]([O:51]C(OCC)C)[CH2:49][CH3:50])[O:31][C:29](=[O:30])[CH:28]=[CH:27][CH2:26][CH2:25]1)C)C. The catalyst is CO. The yield is 0.680. (3) The reactants are [OH-].[K+].[C:3]([O:7][C:8]([N:10]1[CH2:16][CH2:15][C:14]2[C:17]([S:22]C(=O)N(C)C)=[C:18]([Cl:21])[CH:19]=[CH:20][C:13]=2[CH2:12][CH2:11]1)=[O:9])([CH3:6])([CH3:5])[CH3:4].Br[CH2:29][CH2:30][CH2:31][N:32]1[C:36]2[CH:37]=[CH:38][CH:39]=[CH:40][C:35]=2[N:34](C(C)=C)[C:33]1=[O:44]. The catalyst is CO. The product is [C:3]([O:7][C:8]([N:10]1[CH2:16][CH2:15][C:14]2[C:17]([S:22][CH2:29][CH2:30][CH2:31][N:32]3[C:36]4[CH:37]=[CH:38][CH:39]=[CH:40][C:35]=4[NH:34][C:33]3=[O:44])=[C:18]([Cl:21])[CH:19]=[CH:20][C:13]=2[CH2:12][CH2:11]1)=[O:9])([CH3:6])([CH3:5])[CH3:4]. The yield is 0.760. (4) The catalyst is C1COCC1. The reactants are [CH2:1]([O:8][C:9]1[CH:10]=[C:11]([CH:15]=[C:16]([C:18]([O:20][CH3:21])=[O:19])[CH:17]=1)[C:12](O)=[O:13])[C:2]1[CH:7]=[CH:6][CH:5]=[CH:4][CH:3]=1. The yield is 0.870. The product is [CH3:21][O:20][C:18](=[O:19])[C:16]1[CH:15]=[C:11]([CH2:12][OH:13])[CH:10]=[C:9]([O:8][CH2:1][C:2]2[CH:7]=[CH:6][CH:5]=[CH:4][CH:3]=2)[CH:17]=1. (5) The reactants are [CH3:1][O:2][C:3]1[CH:8]=[CH:7][CH:6]=[CH:5][C:4]=1[N:9]1[CH2:14][CH2:13][N:12]([CH2:15][CH2:16][C:17]([O:19]CC)=O)[CH2:11][CH2:10]1.O.[NH2:23][NH2:24]. The catalyst is C(O)C. The product is [CH3:1][O:2][C:3]1[CH:8]=[CH:7][CH:6]=[CH:5][C:4]=1[N:9]1[CH2:14][CH2:13][N:12]([CH2:15][CH2:16][C:17]([NH:23][NH2:24])=[O:19])[CH2:11][CH2:10]1. The yield is 0.870. (6) The catalyst is CO.[Pd]. The product is [C:42]([O:41][C:40]([NH:39][C:29]1[O:30][C:31]2[C:32](=[N:33][CH:34]=[C:35]([CH2:37][CH3:38])[CH:36]=2)[C:28]=1[C:26]([NH:25][C:20]1[CH:21]=[N:22][CH:23]=[CH:24][C:19]=1[N:11]1[CH2:12][C@H:13]([C:15]([F:17])([F:18])[F:16])[CH2:14][C@H:9]([NH:8][C:6](=[O:7])[O:5][C:1]([CH3:4])([CH3:3])[CH3:2])[CH2:10]1)=[O:27])=[O:46])([CH3:45])([CH3:43])[CH3:44]. The yield is 0.980. The reactants are [C:1]([O:5][C:6]([NH:8][C@H:9]1[CH2:14][C@@H:13]([C:15]([F:18])([F:17])[F:16])[CH2:12][N:11]([C:19]2[CH:24]=[CH:23][N:22]=[CH:21][C:20]=2[NH:25][C:26]([C:28]2[C:32]3=[N:33][CH:34]=[C:35]([CH:37]=[CH2:38])[CH:36]=[C:31]3[O:30][C:29]=2[NH:39][C:40](=[O:46])[O:41][C:42]([CH3:45])([CH3:44])[CH3:43])=[O:27])[CH2:10]1)=[O:7])([CH3:4])([CH3:3])[CH3:2]. (7) The reactants are [CH3:1][S:2][C:3]1[O:4][C:5]([C:21]([O:23]CC)=[O:22])=[C:6]2[C:20]=1[C:10]1[N:11]=[C:12]([C:14]3[CH:19]=[CH:18][CH:17]=[CH:16][CH:15]=3)[S:13][C:9]=1[CH2:8][CH2:7]2.C(O)C.[OH-].[Na+].Cl. The catalyst is O.O1CCCC1. The product is [CH3:1][S:2][C:3]1[O:4][C:5]([C:21]([OH:23])=[O:22])=[C:6]2[C:20]=1[C:10]1[N:11]=[C:12]([C:14]3[CH:19]=[CH:18][CH:17]=[CH:16][CH:15]=3)[S:13][C:9]=1[CH2:8][CH2:7]2. The yield is 0.934.